This data is from Catalyst prediction with 721,799 reactions and 888 catalyst types from USPTO. The task is: Predict which catalyst facilitates the given reaction. (1) Reactant: Cl.[Cl:2][C:3]1[C:8]([F:9])=[CH:7][C:6]([CH:10]2[CH2:15][CH:14]([C:16]([O:18][CH3:19])=[O:17])[CH2:13][CH2:12][NH:11]2)=[CH:5][C:4]=1[F:20].CCN(C(C)C)C(C)C.[C:30](Cl)(=[O:33])[O:31][CH3:32].Cl. Product: [Cl:2][C:3]1[C:4]([F:20])=[CH:5][C:6]([CH:10]2[CH2:15][CH:14]([C:16]([O:18][CH3:19])=[O:17])[CH2:13][CH2:12][N:11]2[C:30]([O:31][CH3:32])=[O:33])=[CH:7][C:8]=1[F:9]. The catalyst class is: 4. (2) Reactant: Cl[C:2]1[N:7]=[C:6]([C:8]([OH:10])=[O:9])[CH:5]=[CH:4][N:3]=1.Cl.[CH3:12][N:13]1[CH:17]=[C:16]([NH2:18])[CH:15]=[N:14]1.Cl.COCCOC. Product: [CH3:12][N:13]1[CH:17]=[C:16]([NH:18][C:2]2[N:7]=[C:6]([C:8]([OH:10])=[O:9])[CH:5]=[CH:4][N:3]=2)[CH:15]=[N:14]1. The catalyst class is: 6. (3) Reactant: [H-].[Na+].Br[CH2:4][C:5]([OH:7])=[O:6].[C:8]([NH:15][C@@H:16]([CH2:18][OH:19])[CH3:17])([O:10][C:11]([CH3:14])([CH3:13])[CH3:12])=[O:9].Cl. Product: [C:11]([O:10][C:8]([NH:15][C@H:16]([CH3:17])[CH2:18][O:19][CH2:4][C:5]([OH:7])=[O:6])=[O:9])([CH3:14])([CH3:13])[CH3:12]. The catalyst class is: 249. (4) Reactant: [Br:1][C:2]1[CH:11]=[C:10]2[C:5]([C:6]([Cl:13])=[CH:7][C:8](Cl)=[N:9]2)=[CH:4][C:3]=1[Cl:14].[OH:15]S(O)(=O)=O. Product: [Br:1][C:2]1[CH:11]=[C:10]2[C:5]([C:6]([Cl:13])=[CH:7][C:8](=[O:15])[NH:9]2)=[CH:4][C:3]=1[Cl:14]. The catalyst class is: 12. (5) Reactant: [C:1]1([CH3:12])[CH:6]=[CH:5][C:4]([O:7][CH2:8][C:9]([Cl:11])=[O:10])=[CH:3][CH:2]=1.[CH2:13]([C:18]1C=CC(OCC(O)=O)=CC=1)[CH2:14][CH2:15]CC.O=S(Cl)Cl. Product: [CH2:12]([C:1]1[CH:6]=[CH:5][C:4]([O:7][CH2:8][C:9]([Cl:11])=[O:10])=[CH:3][CH:2]=1)[CH2:18][CH2:13][CH2:14][CH3:15]. The catalyst class is: 48.